This data is from Catalyst prediction with 721,799 reactions and 888 catalyst types from USPTO. The task is: Predict which catalyst facilitates the given reaction. (1) Reactant: [C:1]([OH:9])(=[O:8])[CH:2]=[CH:3][CH2:4][C:5]([OH:7])=[O:6].[C:10]([OH:14])(=[O:13])[CH:11]=[CH2:12]. Product: [C:1]([OH:9])(=[O:8])[CH:2]=[CH:3][CH2:4][C:5]([OH:7])=[O:6].[C:10]([OH:14])(=[O:13])[CH:11]=[CH2:12]. The catalyst class is: 6. (2) Reactant: [Cl:1][C:2]1[CH:7]=[C:6]2[NH:8][C:9](=[O:32])[C:10]3([CH:15]([C:16]4[CH:21]=[CH:20][CH:19]=[C:18]([Cl:22])[CH:17]=4)[CH2:14][C:13](=O)[NH:12][CH:11]3[C:24]3[CH:29]=[CH:28][CH:27]=[C:26]([CH3:30])[C:25]=3[CH3:31])[C:5]2=[CH:4][CH:3]=1.[BH4-].[Na+]. Product: [Cl:1][C:2]1[CH:7]=[C:6]2[NH:8][C:9](=[O:32])[C:10]3([CH:15]([C:16]4[CH:21]=[CH:20][CH:19]=[C:18]([Cl:22])[CH:17]=4)[CH2:14][CH2:13][NH:12][CH:11]3[C:24]3[CH:29]=[CH:28][CH:27]=[C:26]([CH3:30])[C:25]=3[CH3:31])[C:5]2=[CH:4][CH:3]=1. The catalyst class is: 5.